This data is from Catalyst prediction with 721,799 reactions and 888 catalyst types from USPTO. The task is: Predict which catalyst facilitates the given reaction. (1) Reactant: [Cl:1][C:2]1[C:3]([C:9]2[C:14]([F:15])=[CH:13][CH:12]=[C:11]([F:16])[N:10]=2)=[CH:4][C:5](F)=[N:6][CH:7]=1.[NH2:17][C@H:18]1[CH2:23][CH2:22][C@H:21]([NH2:24])[CH2:20][CH2:19]1. Product: [Cl:1][C:2]1[C:3]([C:9]2[C:14]([F:15])=[CH:13][CH:12]=[C:11]([F:16])[N:10]=2)=[CH:4][C:5]([NH:17][C@H:18]2[CH2:23][CH2:22][C@H:21]([NH2:24])[CH2:20][CH2:19]2)=[N:6][CH:7]=1. The catalyst class is: 148. (2) Reactant: [Br:1][C:2]1[CH:3]=[N:4][C:5]2[C:10]([CH:11]=1)=[CH:9][C:8]([OH:12])=[CH:7][CH:6]=2.[CH3:13][O:14][C:15](=[O:20])[CH:16](Cl)[S:17][CH3:18].C(=O)([O-])[O-].[K+].[K+].C(=O)([O-])O.[Na+]. Product: [CH3:13][O:14][C:15](=[O:20])[CH:16]([O:12][C:8]1[CH:9]=[C:10]2[C:5](=[CH:6][CH:7]=1)[N:4]=[CH:3][C:2]([Br:1])=[CH:11]2)[S:17][CH3:18]. The catalyst class is: 39. (3) Reactant: Cl[C:2]1[C:3]2[C:4](=[N:8][N:9]([CH3:11])[CH:10]=2)[N:5]=[CH:6][CH:7]=1.[NH2:12][C:13]1[CH:18]=[C:17]([CH3:19])[CH:16]=[CH:15][C:14]=1[S:20][C:21]1[CH:26]=[CH:25][C:24]([OH:27])=[CH:23][CH:22]=1.CC(C)([O-])C.[Na+]. Product: [CH3:19][C:17]1[CH:16]=[CH:15][C:14]([S:20][C:21]2[CH:26]=[CH:25][C:24]([OH:27])=[CH:23][CH:22]=2)=[C:13]([NH:12][C:2]2[C:3]3[C:4](=[N:8][N:9]([CH3:11])[CH:10]=3)[N:5]=[CH:6][CH:7]=2)[CH:18]=1. The catalyst class is: 101. (4) The catalyst class is: 841. Reactant: [CH2:1]([O:3][C:4]1[N:8]([C:9]2[C:17]3[O:16][CH2:15][C@@H:14]([NH:18][C:19]4[CH:31]=[CH:30][C:22]5[C@H:23]([CH2:26][C:27]([OH:29])=[O:28])[CH2:24][O:25][C:21]=5[CH:20]=4)[C:13]=3[CH:12]=[CH:11][CH:10]=2)[C:7]2[C:32]([F:37])=[C:33]([F:36])[CH:34]=[CH:35][C:6]=2[N:5]=1)[CH3:2].[OH-].[Na+:39]. Product: [CH2:1]([O:3][C:4]1[N:8]([C:9]2[C:17]3[O:16][CH2:15][C@@H:14]([NH:18][C:19]4[CH:31]=[CH:30][C:22]5[C@H:23]([CH2:26][C:27]([O-:29])=[O:28])[CH2:24][O:25][C:21]=5[CH:20]=4)[C:13]=3[CH:12]=[CH:11][CH:10]=2)[C:7]2[C:32]([F:37])=[C:33]([F:36])[CH:34]=[CH:35][C:6]=2[N:5]=1)[CH3:2].[Na+:39]. (5) Reactant: [Cl:1][C:2]1[C:3]([O:12][C:13]2[CH:18]=[C:17]([O:19][CH2:20][CH2:21][O:22][CH3:23])[CH:16]=[CH:15][C:14]=2[CH:24]([CH3:29])[CH2:25][C:26](O)=[O:27])=[N:4][CH:5]=[C:6]([C:8]([F:11])([F:10])[F:9])[CH:7]=1.[CH3:30][O:31][CH2:32][CH2:33][CH2:34][S:35]([NH2:38])(=[O:37])=[O:36].N12CCCN=C1CCCCC2. Product: [Cl:1][C:2]1[C:3]([O:12][C:13]2[CH:18]=[C:17]([O:19][CH2:20][CH2:21][O:22][CH3:23])[CH:16]=[CH:15][C:14]=2[CH:24]([CH3:29])[CH2:25][C:26]([NH:38][S:35]([CH2:34][CH2:33][CH2:32][O:31][CH3:30])(=[O:37])=[O:36])=[O:27])=[N:4][CH:5]=[C:6]([C:8]([F:10])([F:11])[F:9])[CH:7]=1. The catalyst class is: 7. (6) Reactant: [Si:1]([O:8][C:9]1[CH:17]=[C:16]2[C:12]([C:13]([I:18])=[N:14][NH:15]2)=[CH:11][CH:10]=1)([C:4]([CH3:7])([CH3:6])[CH3:5])([CH3:3])[CH3:2].C(=O)([O-])[O-].[K+].[K+].Br[CH2:26][C:27]([O:29][C:30]([CH3:33])([CH3:32])[CH3:31])=[O:28].O. Product: [Si:1]([O:8][C:9]1[CH:17]=[C:16]2[C:12]([C:13]([I:18])=[N:14][N:15]2[CH2:26][C:27]([O:29][C:30]([CH3:33])([CH3:32])[CH3:31])=[O:28])=[CH:11][CH:10]=1)([C:4]([CH3:7])([CH3:5])[CH3:6])([CH3:3])[CH3:2]. The catalyst class is: 3. (7) Reactant: [CH2:1]([O:3][C@@H:4]([CH2:10][C:11]1[CH:16]=[CH:15][C:14]([O:17][CH2:18][C:19]2[N:20]=[C:21]([C:25]3[S:26][CH:27]=[CH:28][CH:29]=3)[O:22][C:23]=2[CH3:24])=[CH:13][CH:12]=1)[C:5]([O:7]CC)=[O:6])[CH3:2].[OH-].[Na+]. Product: [CH2:1]([O:3][C@@H:4]([CH2:10][C:11]1[CH:12]=[CH:13][C:14]([O:17][CH2:18][C:19]2[N:20]=[C:21]([C:25]3[S:26][CH:27]=[CH:28][CH:29]=3)[O:22][C:23]=2[CH3:24])=[CH:15][CH:16]=1)[C:5]([OH:7])=[O:6])[CH3:2]. The catalyst class is: 5. (8) Reactant: Br[C:2]1[CH:3]=[C:4]([CH3:10])[C:5]([C:8]#[N:9])=[N:6][CH:7]=1.[CH3:11][O-:12].[Na+]. Product: [CH3:11][O:12][C:2]1[CH:3]=[C:4]([CH3:10])[C:5]([C:8]#[N:9])=[N:6][CH:7]=1. The catalyst class is: 5. (9) Reactant: [CH3:1][O:2][C:3]1[CH:8]=[CH:7][C:6]([NH:9][C:10]2[C:19]3[C:14](=[CH:15][CH:16]=[C:17]([C:20](=[O:23])[NH:21][CH3:22])[CH:18]=3)[N:13]=[CH:12][C:11]=2[C:24]([O:26]CC)=[O:25])=[CH:5][CH:4]=1.[OH-].[Li+]. Product: [CH3:1][O:2][C:3]1[CH:8]=[CH:7][C:6]([NH:9][C:10]2[C:19]3[C:14](=[CH:15][CH:16]=[C:17]([C:20](=[O:23])[NH:21][CH3:22])[CH:18]=3)[N:13]=[CH:12][C:11]=2[C:24]([OH:26])=[O:25])=[CH:5][CH:4]=1. The catalyst class is: 364. (10) Reactant: [N:1]1[C:8]([Cl:9])=[N:7][C:5](Cl)=[N:4][C:2]=1Cl.C(N(CC)C(C)C)(C)C.[CH2:19]([NH2:25])[C:20]1[O:24][CH:23]=[CH:22][CH:21]=1.[CH:26]1[C:31]([NH2:32])=[CH:30][CH:29]=[C:28]([OH:33])[CH:27]=1. Product: [OH:33][C:28]1[CH:29]=[CH:30][C:31]([NH:32][C:2]2[N:1]=[C:8]([Cl:9])[N:7]=[C:5]([NH:25][CH2:19][C:20]3[O:24][CH:23]=[CH:22][CH:21]=3)[N:4]=2)=[CH:26][CH:27]=1. The catalyst class is: 1.